Dataset: Full USPTO retrosynthesis dataset with 1.9M reactions from patents (1976-2016). Task: Predict the reactants needed to synthesize the given product. (1) Given the product [C:1]1([C:11]2[CH:16]=[CH:15][CH:14]=[CH:13][CH:12]=2)[CH:6]=[CH:5][C:4]([S:7]([Cl:19])(=[O:9])=[O:8])=[CH:3][CH:2]=1, predict the reactants needed to synthesize it. The reactants are: [C:1]1([C:11]2[CH:16]=[CH:15][CH:14]=[CH:13][CH:12]=2)[CH:6]=[CH:5][C:4]([S:7](O)(=[O:9])=[O:8])=[CH:3][CH:2]=1.P(Cl)(Cl)([Cl:19])=O. (2) The reactants are: [F:1][C:2]1[CH:7]=[CH:6][C:5]([C:8]2[N:9]=[C:10]3[C:15]([N+:16]([O-])=O)=[CH:14][CH:13]=[CH:12][N:11]3[C:19]=2[C:20](=[O:22])[CH3:21])=[CH:4][CH:3]=1.[Cl-].[NH4+]. Given the product [NH2:16][C:15]1[C:10]2[N:11]([C:19]([C:20](=[O:22])[CH3:21])=[C:8]([C:5]3[CH:6]=[CH:7][C:2]([F:1])=[CH:3][CH:4]=3)[N:9]=2)[CH:12]=[CH:13][CH:14]=1, predict the reactants needed to synthesize it. (3) Given the product [CH:29]1([C:9]2[C:8]([C:4]3[CH:3]=[C:2]([C:33]([F:32])=[CH2:34])[N:7]=[CH:6][N:5]=3)=[CH:15][C:12]([C:13]#[N:14])=[C:11]([N:16]3[CH2:21][CH2:20][N:19]([C:22](=[O:27])[CH2:23][CH2:24][O:25][CH3:26])[C@H:18]([CH3:28])[CH2:17]3)[N:10]=2)[CH2:30][CH2:31]1, predict the reactants needed to synthesize it. The reactants are: Cl[C:2]1[N:7]=[CH:6][N:5]=[C:4]([C:8]2[C:9]([CH:29]3[CH2:31][CH2:30]3)=[N:10][C:11]([N:16]3[CH2:21][CH2:20][N:19]([C:22](=[O:27])[CH2:23][CH2:24][O:25][CH3:26])[C@H:18]([CH3:28])[CH2:17]3)=[C:12]([CH:15]=2)[C:13]#[N:14])[CH:3]=1.[F:32][C:33]([Si](C)(C1C=CC=CC=1)C1C=CC=CC=1)=[CH2:34]. (4) Given the product [CH3:22][C@H:20]1[N:21]([CH3:1])[C@@H:16]([CH3:15])[CH2:17][N:18]([C:23]2[CH:33]=[CH:32][C:26]([C:27]([O:29][CH2:30][CH3:31])=[O:28])=[CH:25][CH:24]=2)[CH2:19]1, predict the reactants needed to synthesize it. The reactants are: [C:1](O[BH-](OC(=O)C)OC(=O)C)(=O)C.[Na+].[CH3:15][C@H:16]1[NH:21][C@@H:20]([CH3:22])[CH2:19][N:18]([C:23]2[CH:33]=[CH:32][C:26]([C:27]([O:29][CH2:30][CH3:31])=[O:28])=[CH:25][CH:24]=2)[CH2:17]1.C(O)(=O)C. (5) Given the product [C:40]([N:15]1[C:16]2[C:21](=[CH:20][C:19]([C:22]([O:24][CH2:25][CH3:26])=[O:23])=[CH:18][CH:17]=2)[CH:12]([NH:11][C:9]([O:8][CH2:1][C:2]2[CH:3]=[CH:4][CH:5]=[CH:6][CH:7]=2)=[O:10])[CH:13]([CH3:30])[CH:14]1[CH:27]1[CH2:28][CH2:29]1)(=[O:42])[CH3:41], predict the reactants needed to synthesize it. The reactants are: [CH2:1]([O:8][C:9]([NH:11][CH:12]1[C:21]2[C:16](=[CH:17][CH:18]=[C:19]([C:22]([O:24][CH2:25][CH3:26])=[O:23])[CH:20]=2)[NH:15][CH:14]([CH:27]2[CH2:29][CH2:28]2)[CH:13]1[CH3:30])=[O:10])[C:2]1[CH:7]=[CH:6][CH:5]=[CH:4][CH:3]=1.CCN(C(C)C)C(C)C.[C:40](Cl)(=[O:42])[CH3:41]. (6) Given the product [CH2:45]([O:47][C:48]1[C:49]([C:55]([NH:42][C@H:38]2[CH2:39][CH2:40][CH2:41][C@@H:37]2[NH:36][C:33]2[CH:32]=[N:31][C:30]([C:29]([F:28])([F:43])[F:44])=[CH:35][N:34]=2)=[O:56])=[N:50][C:51]([CH3:54])=[CH:52][CH:53]=1)[CH3:46], predict the reactants needed to synthesize it. The reactants are: BrC1C(C(N[C@H]2CCC[C@@H]2NC2C=NC(C(F)(F)F)=CN=2)=O)=NC=CC=1.Cl.[F:28][C:29]([F:44])([F:43])[C:30]1[N:31]=[CH:32][C:33]([NH:36][C@H:37]2[CH2:41][CH2:40][CH2:39][C@@H:38]2[NH2:42])=[N:34][CH:35]=1.[CH2:45]([O:47][C:48]1[C:49]([C:55](O)=[O:56])=[N:50][C:51]([CH3:54])=[CH:52][CH:53]=1)[CH3:46].